This data is from Experimentally validated miRNA-target interactions with 360,000+ pairs, plus equal number of negative samples. The task is: Binary Classification. Given a miRNA mature sequence and a target amino acid sequence, predict their likelihood of interaction. The miRNA is hsa-miR-95-5p with sequence UCAAUAAAUGUCUGUUGAAUU. The protein sequence of the target gene is MSAEVETSEGVDESEKKNSGALEKENQMRMADLSELLKEGTKEAHDRAENTQFVKDFLKGNIKKELFKLATTALYFTYSALEEEMERNKDHPAFAPLYFPMELHRKEALTKDMEYFFGENWEEQVQCPKAAQKYVERIHYIGQNEPELLVAHAYTRYMGDLSGGQVLKKVAQRALKLPSTGEGTQFYLFENVDNAQQFKQLYRARMNALDLNMKTKERIVEEANKAFEYNMQIFNELDQAGSTLARETLEDGFPVHDGKGDMRKCPFYAAEQDKGALEGSSCPFRTAMAVLRKPSLQFIL.... Result: 0 (no interaction).